Dataset: Full USPTO retrosynthesis dataset with 1.9M reactions from patents (1976-2016). Task: Predict the reactants needed to synthesize the given product. The reactants are: C(OC(=O)[NH:7][C@H:8]([CH2:13][S:14][C:15]1[NH:19][CH:18]=[N:17][N:16]=1)[CH2:9][CH:10]([CH3:12])[CH3:11])(C)(C)C.[ClH:21]. Given the product [ClH:21].[CH3:11][CH:10]([CH3:12])[CH2:9][C@H:8]([NH2:7])[CH2:13][S:14][C:15]1[NH:19][CH:18]=[N:17][N:16]=1, predict the reactants needed to synthesize it.